From a dataset of Reaction yield outcomes from USPTO patents with 853,638 reactions. Predict the reaction yield, written as a fraction of the theoretical maximum amount of product (1.0 means a 100% yield; for example, 0.34 means a 34% yield). (1) The reactants are [CH:1]([C:3]1[CH:8]=[CH:7][C:6]([C:9]2[CH:14]=[CH:13][CH:12]=[C:11]([CH2:15][NH:16][C:17](=[O:24])[C:18]3[CH:23]=[CH:22][CH:21]=[CH:20][CH:19]=3)[CH:10]=2)=[CH:5][CH:4]=1)=O.[S:25]1[CH2:29][C:28](=[O:30])[NH:27][C:26]1=[O:31]. No catalyst specified. The product is [O:31]=[C:26]1[NH:27][C:28](=[O:30])[C:29](=[CH:1][C:3]2[CH:8]=[CH:7][C:6]([C:9]3[CH:14]=[CH:13][CH:12]=[C:11]([CH2:15][N:16]([CH2:5][CH2:4][CH2:3][CH2:8][CH3:7])[C:17](=[O:24])[C:18]4[CH:23]=[CH:22][CH:21]=[CH:20][CH:19]=4)[CH:10]=3)=[CH:5][CH:4]=2)[S:25]1. The yield is 0.870. (2) The reactants are [CH3:1][C:2]1[O:6][C:5]([C:7]2[CH:12]=[CH:11][CH:10]=[CH:9][CH:8]=2)=[N:4][C:3]=1[CH2:13][O:14][C:15]1[CH:20]=[CH:19][C:18]([CH2:21][CH2:22][C:23]2[O:27][C:26]([C:28]3[CH:33]=[CH:32][CH:31]=[CH:30][CH:29]=3)=[N:25][C:24]=2[CH2:34][O:35]COC)=[CH:17][CH:16]=1.S(=O)(=O)(O)O. The catalyst is O1CCCC1. The product is [CH3:1][C:2]1[O:6][C:5]([C:7]2[CH:8]=[CH:9][CH:10]=[CH:11][CH:12]=2)=[N:4][C:3]=1[CH2:13][O:14][C:15]1[CH:20]=[CH:19][C:18]([CH2:21][CH2:22][C:23]2[O:27][C:26]([C:28]3[CH:33]=[CH:32][CH:31]=[CH:30][CH:29]=3)=[N:25][C:24]=2[CH2:34][OH:35])=[CH:17][CH:16]=1. The yield is 0.590.